Dataset: Full USPTO retrosynthesis dataset with 1.9M reactions from patents (1976-2016). Task: Predict the reactants needed to synthesize the given product. Given the product [Cl:26][C:22]1[CH:23]=[CH:24][CH:25]=[C:2]([Cl:1])[C:3]=1[CH2:4][O:5][C:6]1[CH:7]=[CH:8][C:9]([CH:12]2[O:17][CH2:16][CH2:15][N:14]([CH2:18][CH2:19][C:20]3[N:41]=[N:42][NH:43][N:21]=3)[CH2:13]2)=[CH:10][CH:11]=1, predict the reactants needed to synthesize it. The reactants are: [Cl:1][C:2]1[CH:25]=[CH:24][CH:23]=[C:22]([Cl:26])[C:3]=1[CH2:4][O:5][C:6]1[CH:11]=[CH:10][C:9]([CH:12]2[O:17][CH2:16][CH2:15][N:14]([CH2:18][CH2:19][C:20]#[N:21])[CH2:13]2)=[CH:8][CH:7]=1.C([Sn](Cl)(CCCC)CCCC)CCC.[N-:41]=[N+:42]=[N-:43].[Na+].CO.